This data is from Full USPTO retrosynthesis dataset with 1.9M reactions from patents (1976-2016). The task is: Predict the reactants needed to synthesize the given product. (1) Given the product [CH2:20]([O:27][C:28]1[C:37]2[C:32](=[CH:33][C:34]([O:13][CH:10]3[CH2:11][CH2:12][C:7]([CH:4]([NH2:3])[CH2:5][CH3:6])([CH:14]4[CH2:19][CH2:18][O:17][CH2:16][CH2:15]4)[CH2:8][CH2:9]3)=[C:35]([Cl:38])[CH:36]=2)[CH:31]=[CH:30][N:29]=1)[C:21]1[CH:22]=[CH:23][CH:24]=[CH:25][CH:26]=1, predict the reactants needed to synthesize it. The reactants are: [H-].[Na+].[NH2:3][CH:4]([C:7]1([CH:14]2[CH2:19][CH2:18][O:17][CH2:16][CH2:15]2)[CH2:12][CH2:11][CH:10]([OH:13])[CH2:9][CH2:8]1)[CH2:5][CH3:6].[CH2:20]([O:27][C:28]1[C:37]2[C:32](=[CH:33][C:34](F)=[C:35]([Cl:38])[CH:36]=2)[CH:31]=[CH:30][N:29]=1)[C:21]1[CH:26]=[CH:25][CH:24]=[CH:23][CH:22]=1. (2) The reactants are: [F:1][C:2]1[CH:7]=[CH:6][C:5]([C@@H:8]2[CH2:17][CH2:16][CH2:15][C@H:14]3[N:9]2[C:10](=[O:19])[CH:11](I)[CH2:12][CH2:13]3)=[CH:4][CH:3]=1.[P:20]([O:27]CC)([O:24][CH2:25][CH3:26])[O:21][CH2:22][CH3:23]. Given the product [F:1][C:2]1[CH:7]=[CH:6][C:5]([C@@H:8]2[CH2:17][CH2:16][CH2:15][C@H:14]3[N:9]2[C:10](=[O:19])[CH:11]([P:20](=[O:27])([O:24][CH2:25][CH3:26])[O:21][CH2:22][CH3:23])[CH2:12][CH2:13]3)=[CH:4][CH:3]=1, predict the reactants needed to synthesize it. (3) Given the product [CH3:9][O:8][C:1]1[CH:7]=[CH:6][CH:5]=[CH:4][C:2]=1[O:3][CH2:13][CH:12]1[O:10][CH2:11]1, predict the reactants needed to synthesize it. The reactants are: [C:1]1([O:8][CH3:9])[C:2](=[CH:4][CH:5]=[CH:6][CH:7]=1)[OH:3].[O:10]1[CH:12]([CH3:13])[CH:11]1Cl. (4) Given the product [Cl:1][C:2]1[CH:3]=[C:4]([N:9]2[CH:13]=[C:12]([CH2:14][N:15]3[CH:19]=[CH:18][N:17]=[C:16]3[NH:20][C:28](=[O:30])[CH3:29])[N:11]=[CH:10]2)[CH:5]=[CH:6][C:7]=1[Cl:8], predict the reactants needed to synthesize it. The reactants are: [Cl:1][C:2]1[CH:3]=[C:4]([N:9]2[CH:13]=[C:12]([CH2:14][N:15]3[CH:19]=[CH:18][N:17]=[C:16]3[NH2:20])[N:11]=[CH:10]2)[CH:5]=[CH:6][C:7]=1[Cl:8].C(N(CC)CC)C.[C:28](Cl)(=[O:30])[CH3:29].CCOC(C)=O. (5) Given the product [OH:27][C@@H:25]([CH3:26])[C:23]([C:20]1[CH:19]=[C:18]([NH:17][C:15](=[O:16])[C:14]([S:11]([CH:8]2[CH2:7][CH2:6][N:5]([S:2]([CH3:1])(=[O:3])=[O:4])[CH2:10][CH2:9]2)(=[O:12])=[O:13])([CH3:36])[CH3:35])[O:22][N:21]=1)([CH3:34])[CH3:24], predict the reactants needed to synthesize it. The reactants are: [CH3:1][S:2]([N:5]1[CH2:10][CH2:9][CH:8]([S:11]([C:14]([CH3:36])([CH3:35])[C:15]([NH:17][C:18]2[O:22][N:21]=[C:20]([C:23]([CH3:34])([C@@H:25]([O:27]C3CCCCO3)[CH3:26])[CH3:24])[CH:19]=2)=[O:16])(=[O:13])=[O:12])[CH2:7][CH2:6]1)(=[O:4])=[O:3].CC1C=CC(S(O)(=O)=O)=CC=1. (6) The reactants are: [NH:1]1[C:9]2[C:4](=[CH:5][CH:6]=[CH:7][CH:8]=2)[C:3]2([C:13]3=[CH:14][C:15]4[O:19][CH2:18][O:17][C:16]=4[CH:20]=[C:12]3[O:11][CH2:10]2)[C:2]1=[O:21].[Cl:22][C:23]1[S:27][C:26]([CH2:28]O)=[N:25][N:24]=1.C(P(CCCC)CCCC)CCC.CN(C)C(N=NC(N(C)C)=O)=O. Given the product [Cl:22][C:23]1[S:27][C:26]([CH2:28][N:1]2[C:9]3[C:4](=[CH:5][CH:6]=[CH:7][CH:8]=3)[C:3]3([C:13]4=[CH:14][C:15]5[O:19][CH2:18][O:17][C:16]=5[CH:20]=[C:12]4[O:11][CH2:10]3)[C:2]2=[O:21])=[N:25][N:24]=1, predict the reactants needed to synthesize it. (7) Given the product [NH2:8][C@H:9]([CH2:22][C:23]1[C:24]([F:33])=[C:25]([F:32])[C:26]([F:31])=[C:27]([F:30])[C:28]=1[F:29])[CH2:10][C:11]([NH:13][O:14][CH2:15][C:16]1[CH:17]=[CH:18][CH:19]=[CH:20][CH:21]=1)=[O:12], predict the reactants needed to synthesize it. The reactants are: C(OC([NH:8][C@H:9]([CH2:22][C:23]1[C:28]([F:29])=[C:27]([F:30])[C:26]([F:31])=[C:25]([F:32])[C:24]=1[F:33])[CH2:10][C:11]([NH:13][O:14][CH2:15][C:16]1[CH:21]=[CH:20][CH:19]=[CH:18][CH:17]=1)=[O:12])=O)(C)(C)C. (8) Given the product [CH3:13][C:8]1([CH3:14])[CH2:7][C:6]([CH3:16])([CH3:15])[C:5]2[C:10](=[CH:11][CH:12]=[C:3]([C:1]#[C:2][C:43]3[CH:42]=[CH:41][C:46]([CH2:20][C:19]([OH:28])=[O:18])=[CH:45][CH:44]=3)[CH:4]=2)[O:9]1, predict the reactants needed to synthesize it. The reactants are: [C:1]([C:3]1[CH:4]=[C:5]2[C:10](=[CH:11][CH:12]=1)[O:9][C:8]([CH3:14])([CH3:13])[CH2:7][C:6]2([CH3:16])[CH3:15])#[CH:2].C[O:18][C:19](=[O:28])[C:20]1C=CC(I)=CC=1F.C(N(CC)CC)C.O1CCCC1.[CH3:41][CH2:42][CH2:43][CH2:44][CH2:45][CH3:46].